From a dataset of Forward reaction prediction with 1.9M reactions from USPTO patents (1976-2016). Predict the product of the given reaction. (1) Given the reactants [OH-].[K+].CN(N=O)S(C1C=CC(C)=CC=1)(=O)=O.[N+:17](=[CH2:19])=[N-].CCOCC.[CH3:25][C:26]1([CH3:49])[CH2:39][N:38]2[C:29](=[N:30][C:31]3[C:36]([C:37]2=[O:40])=[CH:35][CH:34]=[C:33]([CH:41]=[CH:42][C:43]2[CH:48]=[CH:47][CH:46]=[CH:45]N=2)[CH:32]=3)[CH2:28][CH2:27]1.[N+](=C)=[N-], predict the reaction product. The product is: [CH3:49][C:26]1([CH3:25])[CH2:39][N:38]2[C:29](=[N:30][C:31]3[C:36]([C:37]2=[O:40])=[CH:35][CH:34]=[C:33]([CH:41]2[CH2:42][CH:43]2[C:48]2[CH:47]=[CH:46][CH:45]=[CH:19][N:17]=2)[CH:32]=3)[CH2:28][CH2:27]1. (2) Given the reactants C([O:3][CH:4](OCC)[CH2:5][N:6]1[CH:14]=[C:13]2[C:8]([N:9]=[C:10]([C:28]3[CH:33]=[CH:32][C:31]([F:34])=[CH:30][CH:29]=3)[C:11]([C:22]3[CH:27]=[CH:26][N:25]=[CH:24][CH:23]=3)=[C:12]2[C:15]2[CH:20]=[CH:19][C:18]([F:21])=[CH:17][CH:16]=2)=[N:7]1)C.Cl, predict the reaction product. The product is: [F:21][C:18]1[CH:19]=[CH:20][C:15]([C:12]2[C:13]3[C:8](=[N:7][N:6]([CH2:5][CH:4]=[O:3])[CH:14]=3)[N:9]=[C:10]([C:28]3[CH:33]=[CH:32][C:31]([F:34])=[CH:30][CH:29]=3)[C:11]=2[C:22]2[CH:27]=[CH:26][N:25]=[CH:24][CH:23]=2)=[CH:16][CH:17]=1. (3) Given the reactants [CH3:1][C:2]1[N:3]([CH2:25][CH2:26][CH2:27][CH2:28][CH3:29])[C:4]2[C:9]([C:10]=1[C:11]([C:13]1[C:22]3[C:17](=[CH:18][CH:19]=[C:20]([CH2:23][CH3:24])[CH:21]=3)[CH:16]=[CH:15][CH:14]=1)=[O:12])=[CH:8][CH:7]=[CH:6][CH:5]=2.[CH2:30]([C:32]1[CH:41]=[C:40]2[C:35]([CH:36]=[CH:37][CH:38]=[C:39]2[C:42]([OH:44])=[O:43])=[CH:34][CH:33]=1)[CH3:31].CC1N(CCCCC)C2C(C=1)=CC=CC=2, predict the reaction product. The product is: [CH2:30]([C:32]1[CH:41]=[C:40]2[C:35]([CH:36]=[CH:37][CH:38]=[C:39]2[C:42]([OH:44])=[O:43])=[CH:34][CH:33]=1)[CH3:31].[CH2:25]([N:3]1[C:4]2[C:9](=[CH:8][CH:7]=[CH:6][CH:5]=2)[CH:10]=[CH:2]1)[CH2:26][CH2:27][CH2:28][CH3:29].[CH3:29][CH2:28][CH2:27][CH2:26][CH2:25][N:3]1[C:4]2[CH:5]=[CH:6][CH:7]=[CH:8][C:9]=2[C:10]([C:11]([C:13]2[CH:14]=[CH:15][CH:16]=[C:17]3[CH:18]=[CH:19][C:20]([CH2:23][CH3:24])=[CH:21][C:22]=23)=[O:12])=[C:2]1[CH3:1].